Predict the product of the given reaction. From a dataset of Forward reaction prediction with 1.9M reactions from USPTO patents (1976-2016). (1) Given the reactants [CH3:1][S:2]([CH2:5][C:6]1[N:11]=[CH:10][C:9]([NH:12][C:13](=[O:21])OC2C=CC=CC=2)=[CH:8][CH:7]=1)(=[O:4])=[O:3].C(N(CC)CC)C.Cl.[Cl:30][C:31]1[CH:32]=[C:33]([N:37]2[C:41]([CH2:42][NH2:43])=[CH:40][C:39]([C:44]([F:47])([F:46])[F:45])=[N:38]2)[CH:34]=[CH:35][CH:36]=1, predict the reaction product. The product is: [Cl:30][C:31]1[CH:32]=[C:33]([N:37]2[C:41]([CH2:42][NH:43][C:13]([NH:12][C:9]3[CH:10]=[N:11][C:6]([CH2:5][S:2]([CH3:1])(=[O:3])=[O:4])=[CH:7][CH:8]=3)=[O:21])=[CH:40][C:39]([C:44]([F:45])([F:46])[F:47])=[N:38]2)[CH:34]=[CH:35][CH:36]=1. (2) Given the reactants C(OC([N:11]1[CH2:15][CH2:14][CH:13]([CH:16]([NH:20][C:21]([O:23][C:24]([CH3:27])([CH3:26])[CH3:25])=[O:22])[CH2:17][C:18]#[N:19])[CH2:12]1)=O)C1C=CC=CC=1.C([O-])=O.[NH4+], predict the reaction product. The product is: [C:24]([O:23][C:21](=[O:22])[NH:20][CH:16]([CH:13]1[CH2:14][CH2:15][NH:11][CH2:12]1)[CH2:17][C:18]#[N:19])([CH3:27])([CH3:25])[CH3:26]. (3) Given the reactants [Cl:1][C:2]1[CH:7]=[CH:6][C:5]([CH2:8][N:9]2[C:13]3[CH:14](O)[CH2:15][CH2:16][C:12]=3[N:11]=[C:10]2[CH:18]2[CH2:20][CH2:19]2)=[CH:4][CH:3]=1.[CH2:21]([O:23][C:24]([CH:26]([C:32]([O:34][CH2:35][CH3:36])=[O:33])[C:27]([O:29][CH2:30][CH3:31])=[O:28])=[O:25])[CH3:22].CP(C)C.N(C(OC(C)C)=O)=NC(OC(C)C)=O, predict the reaction product. The product is: [CH2:35]([O:34][C:32]([C:26]([CH:14]1[C:13]2[N:9]([CH2:8][C:5]3[CH:6]=[CH:7][C:2]([Cl:1])=[CH:3][CH:4]=3)[C:10]([CH:18]3[CH2:20][CH2:19]3)=[N:11][C:12]=2[CH2:16][CH2:15]1)([C:24]([O:23][CH2:21][CH3:22])=[O:25])[C:27]([O:29][CH2:30][CH3:31])=[O:28])=[O:33])[CH3:36]. (4) Given the reactants [N:1]1([C:7]2[CH:8]=[C:9]([OH:13])[CH:10]=[CH:11][CH:12]=2)[CH2:6][CH2:5][NH:4][CH2:3][CH2:2]1.Br[CH2:15][CH2:16][F:17], predict the reaction product. The product is: [F:17][CH2:16][CH2:15][N:4]1[CH2:3][CH2:2][N:1]([C:7]2[CH:8]=[C:9]([OH:13])[CH:10]=[CH:11][CH:12]=2)[CH2:6][CH2:5]1. (5) Given the reactants [CH3:1][NH:2][C:3]1[C:12]([N+:13]([O-])=O)=[CH:11][CH:10]=[CH:9][C:4]=1[C:5]([O:7][CH3:8])=[O:6], predict the reaction product. The product is: [NH2:13][C:12]1[C:3]([NH:2][CH3:1])=[C:4]([CH:9]=[CH:10][CH:11]=1)[C:5]([O:7][CH3:8])=[O:6]. (6) The product is: [F:15][C:11]1[CH:10]=[C:9]2[C:14](=[CH:13][CH:12]=1)[N:5]([CH2:4][CH2:3][CH2:2][N:24]1[CH2:25][CH2:26][CH:21]([O:20][CH2:17][CH2:18][CH3:19])[CH2:22][CH2:23]1)[C:6](=[O:16])[CH2:7][CH2:8]2. Given the reactants Cl[CH2:2][CH2:3][CH2:4][N:5]1[C:14]2[C:9](=[CH:10][C:11]([F:15])=[CH:12][CH:13]=2)[CH2:8][CH2:7][C:6]1=[O:16].[CH2:17]([O:20][CH:21]1[CH2:26][CH2:25][NH:24][CH2:23][CH2:22]1)[CH2:18][CH3:19].C([O-])([O-])=O.[K+].[K+], predict the reaction product. (7) Given the reactants I[C:2]1[C:10]2[C:5](=[CH:6][CH:7]=[C:8]([NH:11][C:12](=[O:25])[CH:13]([N:19]3[CH2:24][CH2:23][CH2:22][CH2:21][CH2:20]3)[C:14]3[CH:18]=[CH:17][S:16][CH:15]=3)[CH:9]=2)[NH:4][N:3]=1.CC1(C)C(C)(C)OB([C:34]2[CH:39]=[CH:38][C:37]([N:40]3[CH2:45][CH2:44][CH:43]([OH:46])[CH2:42][CH2:41]3)=[CH:36][CH:35]=2)O1.C([O-])([O-])=O.[Na+].[Na+], predict the reaction product. The product is: [OH:46][CH:43]1[CH2:44][CH2:45][N:40]([C:37]2[CH:38]=[CH:39][C:34]([C:2]3[C:10]4[C:5](=[CH:6][CH:7]=[C:8]([NH:11][C:12](=[O:25])[CH:13]([N:19]5[CH2:24][CH2:23][CH2:22][CH2:21][CH2:20]5)[C:14]5[CH:18]=[CH:17][S:16][CH:15]=5)[CH:9]=4)[NH:4][N:3]=3)=[CH:35][CH:36]=2)[CH2:41][CH2:42]1. (8) Given the reactants [NH2:1][CH2:2][C:3]1[N:12]=[C:11]([N:13]([C:15]2[CH:20]=[CH:19][C:18]([O:21][CH3:22])=[CH:17][CH:16]=2)[CH3:14])[C:10]2[C:5](=[CH:6][CH:7]=[CH:8][CH:9]=2)[N:4]=1.[C:23]1(=[O:29])[O:28][C:26](=[O:27])[CH2:25][CH2:24]1, predict the reaction product. The product is: [CH3:22][O:21][C:18]1[CH:17]=[CH:16][C:15]([N:13]([CH3:14])[C:11]2[C:10]3[C:5](=[CH:6][CH:7]=[CH:8][CH:9]=3)[N:4]=[C:3]([CH2:2][NH:1][C:23](=[O:29])[CH2:24][CH2:25][C:26]([OH:28])=[O:27])[N:12]=2)=[CH:20][CH:19]=1.